From a dataset of Forward reaction prediction with 1.9M reactions from USPTO patents (1976-2016). Predict the product of the given reaction. (1) Given the reactants F[C:2]1[C:7]([I:8])=[CH:6][CH:5]=[CH:4][N:3]=1.[CH3:9][NH2:10], predict the reaction product. The product is: [I:8][C:7]1[C:2]([NH:10][CH3:9])=[N:3][CH:4]=[CH:5][CH:6]=1. (2) Given the reactants [CH2:1]([S:5]([C:8]1[C:16]2[C:11](=[CH:12][CH:13]=[C:14]([F:17])[CH:15]=2)[NH:10][C:9]=1[CH3:18])(=[O:7])=[O:6])[CH2:2][CH2:3][CH3:4].[H-].[Na+].Br[CH2:22][C:23]([O:25]CC)=[O:24].C(O)(=O)CC(CC(O)=O)(C(O)=O)O.O.[OH-].[Li+], predict the reaction product. The product is: [CH2:1]([S:5]([C:8]1[C:16]2[C:11](=[CH:12][CH:13]=[C:14]([F:17])[CH:15]=2)[N:10]([CH2:22][C:23]([OH:25])=[O:24])[C:9]=1[CH3:18])(=[O:6])=[O:7])[CH2:2][CH2:3][CH3:4]. (3) Given the reactants [CH3:1][C:2]#[N:3].CC([O-])(C)C.[K+].[Br:10][C:11]1[CH:12]=[C:13]([CH:16]=[CH:17][CH:18]=1)[CH:14]=[O:15], predict the reaction product. The product is: [Br:10][C:11]1[CH:12]=[C:13]([CH:14]([OH:15])[CH2:1][C:2]#[N:3])[CH:16]=[CH:17][CH:18]=1. (4) Given the reactants [CH2:1]([C:3]1[N:8]=[C:7]([CH3:9])[C:6]([O:10][CH2:11][CH2:12][CH2:13][O:14][C:15]2[CH:16]=[C:17]3[C:21](=[CH:22][CH:23]=2)[C@H:20]([CH2:24][C:25]([O:27]C)=[O:26])[CH2:19][CH2:18]3)=[CH:5][CH:4]=1)[CH3:2].O[Li].O, predict the reaction product. The product is: [CH2:1]([C:3]1[N:8]=[C:7]([CH3:9])[C:6]([O:10][CH2:11][CH2:12][CH2:13][O:14][C:15]2[CH:16]=[C:17]3[C:21](=[CH:22][CH:23]=2)[C@H:20]([CH2:24][C:25]([OH:27])=[O:26])[CH2:19][CH2:18]3)=[CH:5][CH:4]=1)[CH3:2].